This data is from NCI-60 drug combinations with 297,098 pairs across 59 cell lines. The task is: Regression. Given two drug SMILES strings and cell line genomic features, predict the synergy score measuring deviation from expected non-interaction effect. (1) Drug 1: CC1=C(C=C(C=C1)NC2=NC=CC(=N2)N(C)C3=CC4=NN(C(=C4C=C3)C)C)S(=O)(=O)N.Cl. Drug 2: COC1=C(C=C2C(=C1)N=CN=C2NC3=CC(=C(C=C3)F)Cl)OCCCN4CCOCC4. Cell line: CAKI-1. Synergy scores: CSS=74.1, Synergy_ZIP=9.74, Synergy_Bliss=11.7, Synergy_Loewe=15.6, Synergy_HSA=17.0. (2) Drug 1: CS(=O)(=O)C1=CC(=C(C=C1)C(=O)NC2=CC(=C(C=C2)Cl)C3=CC=CC=N3)Cl. Drug 2: C1CC(C1)(C(=O)O)C(=O)O.[NH2-].[NH2-].[Pt+2]. Cell line: T-47D. Synergy scores: CSS=15.0, Synergy_ZIP=-1.06, Synergy_Bliss=6.80, Synergy_Loewe=5.12, Synergy_HSA=7.26. (3) Drug 1: C1=NC2=C(N1)C(=S)N=C(N2)N. Drug 2: COC1=C2C(=CC3=C1OC=C3)C=CC(=O)O2. Cell line: 786-0. Synergy scores: CSS=37.3, Synergy_ZIP=-4.62, Synergy_Bliss=-2.22, Synergy_Loewe=-14.6, Synergy_HSA=-3.33. (4) Synergy scores: CSS=71.9, Synergy_ZIP=-1.61, Synergy_Bliss=2.72, Synergy_Loewe=4.00, Synergy_HSA=4.78. Drug 2: C1=C(C(=O)NC(=O)N1)F. Cell line: RXF 393. Drug 1: CC12CCC3C(C1CCC2=O)CC(=C)C4=CC(=O)C=CC34C. (5) Drug 1: CC(C)(C#N)C1=CC(=CC(=C1)CN2C=NC=N2)C(C)(C)C#N. Drug 2: C1CCC(C(C1)N)N.C(=O)(C(=O)[O-])[O-].[Pt+4]. Cell line: NCI/ADR-RES. Synergy scores: CSS=17.7, Synergy_ZIP=-2.15, Synergy_Bliss=-1.16, Synergy_Loewe=2.20, Synergy_HSA=1.08. (6) Drug 1: C(CC(=O)O)C(=O)CN.Cl. Drug 2: C1=NNC2=C1C(=O)NC=N2. Cell line: LOX IMVI. Synergy scores: CSS=29.8, Synergy_ZIP=-2.73, Synergy_Bliss=2.05, Synergy_Loewe=0.769, Synergy_HSA=1.99. (7) Drug 1: CC(CN1CC(=O)NC(=O)C1)N2CC(=O)NC(=O)C2. Drug 2: CC1=C(N=C(N=C1N)C(CC(=O)N)NCC(C(=O)N)N)C(=O)NC(C(C2=CN=CN2)OC3C(C(C(C(O3)CO)O)O)OC4C(C(C(C(O4)CO)O)OC(=O)N)O)C(=O)NC(C)C(C(C)C(=O)NC(C(C)O)C(=O)NCCC5=NC(=CS5)C6=NC(=CS6)C(=O)NCCC[S+](C)C)O. Cell line: LOX IMVI. Synergy scores: CSS=15.6, Synergy_ZIP=-6.54, Synergy_Bliss=-1.90, Synergy_Loewe=-2.48, Synergy_HSA=0.0917.